Dataset: Forward reaction prediction with 1.9M reactions from USPTO patents (1976-2016). Task: Predict the product of the given reaction. (1) Given the reactants [Si:1]([O:8][C:9]1[CH:14]=[CH:13][C:12]([CH:15]([OH:18])[CH2:16][CH3:17])=[CH:11][C:10]=1[CH2:19][CH3:20])([C:4]([CH3:7])([CH3:6])[CH3:5])([CH3:3])[CH3:2], predict the reaction product. The product is: [Si:1]([O:8][C:9]1[CH:14]=[CH:13][C:12]([C:15](=[O:18])[CH2:16][CH3:17])=[CH:11][C:10]=1[CH2:19][CH3:20])([C:4]([CH3:6])([CH3:7])[CH3:5])([CH3:2])[CH3:3]. (2) Given the reactants ClC1C(OC2C=CC(OC(F)(F)F)=C(Cl)C=2)=CC(F)=C(C=1)C(OC(C)(C)C)=O.[Cl:29][C:30]1[CH:31]=[C:32]([O:40][C:41]2[C:53]([C:54]3([F:58])[CH2:57][O:56][CH2:55]3)=[CH:52][C:44]([C:45]([O:47]C(C)(C)C)=[O:46])=[C:43]([F:59])[CH:42]=2)[CH:33]=[N:34][C:35]=1[O:36][CH:37]([CH3:39])[CH3:38], predict the reaction product. The product is: [Cl:29][C:30]1[CH:31]=[C:32]([O:40][C:41]2[C:53]([C:54]3([F:58])[CH2:55][O:56][CH2:57]3)=[CH:52][C:44]([C:45]([OH:47])=[O:46])=[C:43]([F:59])[CH:42]=2)[CH:33]=[N:34][C:35]=1[O:36][CH:37]([CH3:39])[CH3:38]. (3) Given the reactants [Br:1][C:2]1[CH:10]=[CH:9][C:5]([C:6]([OH:8])=O)=[C:4]([S:11]([CH3:14])(=[O:13])=[O:12])[CH:3]=1.[Cl:15][C:16]1[CH:21]=[CH:20][C:19]([C:22]([CH:24]2[CH2:29][CH2:28][NH:27][CH2:26][CH2:25]2)=[O:23])=[CH:18][CH:17]=1, predict the reaction product. The product is: [Br:1][C:2]1[CH:10]=[CH:9][C:5]([C:6]([N:27]2[CH2:28][CH2:29][CH:24]([C:22](=[O:23])[C:19]3[CH:18]=[CH:17][C:16]([Cl:15])=[CH:21][CH:20]=3)[CH2:25][CH2:26]2)=[O:8])=[C:4]([S:11]([CH3:14])(=[O:13])=[O:12])[CH:3]=1. (4) Given the reactants Br[C:2]1[CH:3]=[C:4]([N:8]2[C:16]3[CH2:15][CH2:14][N:13]([C:17]4[S:18][CH:19]=[CH:20][N:21]=4)[CH2:12][C:11]=3[C:10]([C:22]([O:24][CH2:25][CH3:26])=[O:23])=[N:9]2)[CH:5]=[CH:6][CH:7]=1.[C:27]([C@:29]1([OH:36])[CH2:33][CH2:32][N:31]([CH3:34])[C:30]1=[O:35])#[CH:28], predict the reaction product. The product is: [OH:36][C@@:29]1([C:27]#[C:28][C:2]2[CH:3]=[C:4]([N:8]3[C:16]4[CH2:15][CH2:14][N:13]([C:17]5[S:18][CH:19]=[CH:20][N:21]=5)[CH2:12][C:11]=4[C:10]([C:22]([O:24][CH2:25][CH3:26])=[O:23])=[N:9]3)[CH:5]=[CH:6][CH:7]=2)[CH2:33][CH2:32][N:31]([CH3:34])[C:30]1=[O:35].